Dataset: Forward reaction prediction with 1.9M reactions from USPTO patents (1976-2016). Task: Predict the product of the given reaction. (1) Given the reactants Cl[CH2:2][C:3](=[N:19][O:20][CH3:21])[CH2:4][N:5]1[C:13]2[C:8](=[CH:9][C:10]([N:14]=[CH:15][N:16]([CH3:18])[CH3:17])=[CH:11][CH:12]=2)[CH:7]=[CH:6]1.[CH3:22][O:23][C:24]1[CH:30]=[CH:29][C:27](N)=[CH:26][CH:25]=1.C([O-])([O-])=[O:32].[Na+].[Na+], predict the reaction product. The product is: [CH3:21][O:20][N:19]=[C:3]([CH2:2][O:32][C:27]1[CH:29]=[CH:30][C:24]([O:23][CH3:22])=[CH:25][CH:26]=1)[CH2:4][N:5]1[C:13]2[C:8](=[CH:9][C:10]([N:14]=[CH:15][N:16]([CH3:18])[CH3:17])=[CH:11][CH:12]=2)[CH:7]=[CH:6]1. (2) Given the reactants [CH2:1]([O:3][C:4]([C:6]1[N:7]=[C:8]([C:13]2[CH:18]=[CH:17][CH:16]=[CH:15][CH:14]=2)[S:9][C:10]=1[CH2:11]Br)=[O:5])[CH3:2].[CH2:19]([O:21][C:22](=[O:36])[CH2:23][NH:24][CH2:25][C:26]1[CH:31]=[CH:30][C:29]([O:32][CH3:33])=[CH:28][C:27]=1[O:34][CH3:35])[CH3:20].C(=O)([O-])[O-].[K+].[K+], predict the reaction product. The product is: [CH2:1]([O:3][C:4]([C:6]1[N:7]=[C:8]([C:13]2[CH:18]=[CH:17][CH:16]=[CH:15][CH:14]=2)[S:9][C:10]=1[CH2:11][N:24]([CH2:25][C:26]1[CH:31]=[CH:30][C:29]([O:32][CH3:33])=[CH:28][C:27]=1[O:34][CH3:35])[CH2:23][C:22]([O:21][CH2:19][CH3:20])=[O:36])=[O:5])[CH3:2].